Predict the reactants needed to synthesize the given product. From a dataset of Full USPTO retrosynthesis dataset with 1.9M reactions from patents (1976-2016). (1) Given the product [N+:11]([C:14]1[CH:19]=[CH:18][CH:17]=[CH:16][C:15]=1[C:2]1[CH:10]=[CH:9][C:5]2[NH:6][CH:7]=[N:8][C:4]=2[CH:3]=1)([O-:13])=[O:12], predict the reactants needed to synthesize it. The reactants are: Br[C:2]1[CH:10]=[CH:9][C:5]2[NH:6][CH:7]=[N:8][C:4]=2[CH:3]=1.[N+:11]([C:14]1[CH:19]=[CH:18][CH:17]=[CH:16][C:15]=1B(O)O)([O-:13])=[O:12].[OH-].[Na+]. (2) Given the product [NH2:19][C:14]1[CH:15]=[N:16][C:17]2[C:12]([C:13]=1[NH:22][CH2:23][CH2:24][CH2:25][CH2:26][NH:27][C:28](=[O:34])[O:29][C:30]([CH3:33])([CH3:32])[CH3:31])=[CH:11][CH:10]=[C:9]([O:8][CH2:1][C:2]1[CH:3]=[CH:4][CH:5]=[CH:6][CH:7]=1)[CH:18]=2, predict the reactants needed to synthesize it. The reactants are: [CH2:1]([O:8][C:9]1[CH:18]=[C:17]2[C:12]([C:13]([NH:22][CH2:23][CH2:24][CH2:25][CH2:26][NH:27][C:28](=[O:34])[O:29][C:30]([CH3:33])([CH3:32])[CH3:31])=[C:14]([N+:19]([O-])=O)[CH:15]=[N:16]2)=[CH:11][CH:10]=1)[C:2]1[CH:7]=[CH:6][CH:5]=[CH:4][CH:3]=1. (3) Given the product [F:31][C:25]1[CH:26]=[CH:27][CH:28]=[C:29]([F:30])[C:24]=1[CH:22]1[O:21][N:20]=[C:19]([C:17]2[N:18]=[C:14]([CH:11]3[CH2:10][CH2:9][N:8]([C:6](=[O:7])[CH2:5][N:2]([CH3:1])[NH2:3])[CH2:13][CH2:12]3)[S:15][CH:16]=2)[CH2:23]1, predict the reactants needed to synthesize it. The reactants are: [CH3:1][NH:2][NH2:3].Cl[CH2:5][C:6]([N:8]1[CH2:13][CH2:12][CH:11]([C:14]2[S:15][CH:16]=[C:17]([C:19]3[CH2:23][CH:22]([C:24]4[C:29]([F:30])=[CH:28][CH:27]=[CH:26][C:25]=4[F:31])[O:21][N:20]=3)[N:18]=2)[CH2:10][CH2:9]1)=[O:7]. (4) Given the product [Cl-:15].[CH2:8]([N+:5]1[CH:6]=[CH:7][C:2]([CH3:1])=[CH:3][CH:4]=1)[C:9]1[CH:14]=[CH:13][CH:12]=[CH:11][CH:10]=1, predict the reactants needed to synthesize it. The reactants are: [CH3:1][C:2]1[CH:7]=[CH:6][N:5]=[CH:4][CH:3]=1.[CH2:8]([Cl:15])[C:9]1[CH:14]=[CH:13][CH:12]=[CH:11][CH:10]=1. (5) Given the product [N+:12]([C:7]1[CH:8]=[CH:9][CH:10]=[C:11]2[C:6]=1[CH:5]=[CH:4][N:3]=[C:2]2[O:23][C:20]1[CH:21]=[CH:22][C:17]([C:16]([F:15])([F:24])[F:25])=[CH:18][CH:19]=1)([O-:14])=[O:13], predict the reactants needed to synthesize it. The reactants are: Cl[C:2]1[C:11]2[C:6](=[C:7]([N+:12]([O-:14])=[O:13])[CH:8]=[CH:9][CH:10]=2)[CH:5]=[CH:4][N:3]=1.[F:15][C:16]([F:25])([F:24])[C:17]1[CH:22]=[CH:21][C:20]([OH:23])=[CH:19][CH:18]=1.C([O-])([O-])=O.[K+].[K+]. (6) The reactants are: C(Cl)(=O)C1C=CC=C(C(Cl)=O)C=1.[CH3:13][O:14][C:15](=[O:26])[C:16]1[CH:25]=[CH:24][CH:23]=[C:18]([C:19]([O:21]C)=[O:20])[CH:17]=1.O[Li].O. Given the product [CH3:13][O:14][C:15](=[O:26])[C:16]1[CH:25]=[CH:24][CH:23]=[C:18]([C:19]([OH:21])=[O:20])[CH:17]=1, predict the reactants needed to synthesize it.